This data is from Experimentally validated miRNA-target interactions with 360,000+ pairs, plus equal number of negative samples. The task is: Binary Classification. Given a miRNA mature sequence and a target amino acid sequence, predict their likelihood of interaction. (1) The miRNA is hsa-miR-4538 with sequence GAGCUUGGAUGAGCUGGGCUGA. The protein sequence of the target gene is MGVQGFQDYIEKHCPSAVVPVELQKLARGSLVGGGRQRPPQTPLRLLVDADNCLHRLYGGFYTDWVSGGQWNHMLGYLAALAKACFGGNIELFVFFNGALEKARLHEWVKRQGNERQTAQQIVSHVQNKGTPPPKVWFLPPVCMAHCIRLALIRFHVKVAQSIEDHHQEVIGFCRENGFHGLVAYDSDYALCNIPYYFSAHALKLSRNGKSLTTSQYLMHEVAKQLDLNPNRFPIFAALLGNHILPDEDLASFHWSLLGPEHPLASLKVRAHQLVLPPCDVVIKAVADYVRNIHDTSDLD.... Result: 0 (no interaction). (2) The miRNA is mmu-miR-15a-5p with sequence UAGCAGCACAUAAUGGUUUGUG. The protein sequence of the target gene is MAVDVAEYHLSVIKSPPGWEVGVYAAGALALLGIAAVSLWKLWTSGSFPSPSPFPNYDYRYLQQKYGESCAEAREKRVPAWNAQRASTRGPPSRKGSLSIEDTFESISELGPLELMGRELDLAPYGTLRKSQSADSLNSISSVSNTFGQDFTLGQVEVSMEYDTASHTLNVAVMQGKDLLEREEASFESCFMRVSLLPDEQIVGISRIQRNAYSIFFDEKFSIPLDPTALEEKSLRFSVFGIDEDERNVSTGVVELKLSVLDLPLQPFSGWLYLQDQNKAADAVGEILLSLSYLPTAERL.... Result: 0 (no interaction). (3) The miRNA is hsa-miR-411-5p with sequence UAGUAGACCGUAUAGCGUACG. The protein sequence of the target gene is MRHLGAFLFLLGVLGALTEMCEIPEMDSHLVEKLGQHLLPWMDRLSLEHLNPSIYVGLRLSSLQAGTKEDLYLHSLKLGYQQCLLGSAFSEDDGDCQGKPSMGQLALYLLALRANCEFVRGHKGDRLVSQLKWFLEDEKRAIGHDHKGHPHTSYYQYGLGILALCLHQKRVHDSVVDKLLYAVEPFHQGHHSVDTAAMAGLAFTCLKRSNFNPGRRQRITMAIRTVREEILKAQTPEGHFGNVYSTPLALQFLMTSPMRGAELGTACLKARVALLASLQDGAFQNALMISQLLPVLNHKT.... Result: 1 (interaction). (4) The protein sequence of the target gene is MSALLRLLRTGAPAAACLRLGTSAGTGSRRAMALYHTEERGQPCSQNYRLFFKNVTGHYISPFHDIPLKVNSKEENGIPMKKARNDEYENLFNMIVEIPRWTNAKMEIATKEPMNPIKQYVKDGKLRYVANIFPYKGYIWNYGTLPQTWEDPHEKDKSTNCFGDNDPIDVCEIGSKILSCGEVIHVKILGILALIDEGETDWKLIAINANDPEASKFHDIDDVKKFKPGYLEATLNWFRLYKVPDGKPENQFAFNGEFKNKAFALEVIKSTHQCWKALLMKKCNGGAINCTNVQISDSPF.... Result: 0 (no interaction). The miRNA is cel-miR-1832a-3p with sequence UGGGCGGAGCGAAUCGAUGAU. (5) The miRNA is hsa-miR-335-5p with sequence UCAAGAGCAAUAACGAAAAAUGU. The protein sequence of the target gene is MGAQPGEPQNTCSRIQTLFRRVKTLLIKAPPPPQPPPPPPSWNPGCTHVYGYAFGHMHDNNLEHLPSQQVLDTGEQLMVPVEVLEVDNKEALWKFLLSGAMAGAVSRTGTAPLDRAKVYMQVYSSKTNFTNLLGGLQSMVQEGGFRSLWRGNGINVLKIAPEYAIKFSVFEQCKNYFCGIQGSPPFQERLLAGSLAVAISQTLINPMEVLKTRLTLRRTGQYKGLLDCARQILQREGTRALYRGYLPNMLGIIPYACTDLAVYEMLQCFWVKSGRDMGDPSGLVSLSSVTLSTTCGQMAS.... Result: 1 (interaction). (6) The miRNA is hsa-miR-744-3p with sequence CUGUUGCCACUAACCUCAACCU. The protein sequence of the target gene is MTSKKLVNSVAGCADDALAGLVACNPNLQLLQGHRVALRSDLDSLKGRVALLSGGGSGHEPAHAGFIGKGMLTGVIAGAVFTSPAVGSILAAIRAVAQAGTVGTLLIVKNYTGDRLNFGLAREQARAEGIPVEMVVIGDDSAFTVLKKAGRRGLCGTVLIHKVAGALAEAGVGLEEIAKQVNVVAKAMGTLGVSLSSCSVPGSKPTFELSADEVELGLGIHGEAGVRRIKMATADEIVKLMLDHMTNTTNASHVPVQPGSSVVMMVNNLGGLSFLELGIIADATVRSLEGRGVKIARALV.... Result: 1 (interaction).